Dataset: Reaction yield outcomes from USPTO patents with 853,638 reactions. Task: Predict the reaction yield, written as a fraction of the theoretical maximum amount of product (1.0 means a 100% yield; for example, 0.34 means a 34% yield). (1) The reactants are [C:1]([C:3]1[C:4]([CH2:18][N:19]2[C:28](=[O:29])[C:27]3[C:22](=[CH:23][CH:24]=[CH:25][CH:26]=3)[N:21]=[CH:20]2)=[C:5]([C:14]([O:16]C)=[O:15])[S:6][C:7]=1[N:8]1[CH2:13][CH2:12][O:11][CH2:10][CH2:9]1)#[N:2].O.CO.[OH-].[Na+:34]. The catalyst is O1CCCC1.O.CO. The product is [Na+:34].[C:1]([C:3]1[C:4]([CH2:18][N:19]2[C:28](=[O:29])[C:27]3[C:22](=[CH:23][CH:24]=[CH:25][CH:26]=3)[N:21]=[CH:20]2)=[C:5]([C:14]([O-:16])=[O:15])[S:6][C:7]=1[N:8]1[CH2:13][CH2:12][O:11][CH2:10][CH2:9]1)#[N:2]. The yield is 0.922. (2) The reactants are [Br:1][CH:2]([CH:5]=O)[CH:3]=O.[CH3:7][O:8][C:9]1[CH:10]=[C:11]([CH:13]=[CH:14][CH:15]=1)[NH2:12].Cl. The catalyst is C(O)C. The product is [Br:1][C:2]1[CH:3]=[N:12][C:11]2[C:13]([CH:5]=1)=[CH:14][CH:15]=[C:9]([O:8][CH3:7])[CH:10]=2. The yield is 0.0380. (3) The reactants are P(=O)(O)(O)O.[CH3:6][N:7]1[C:11]2[CH:12]=[CH:13][C:14]([CH2:17][CH:18]=[CH:19][C:20]3[CH:25]=[CH:24][CH:23]=[CH:22][CH:21]=3)=[C:15]([OH:16])[C:10]=2[N:9]=[C:8]1[CH3:26].[OH-].[Na+]. The catalyst is O. The product is [CH3:26][C:8]1[N:7]([CH3:6])[C:11]2[CH:12]=[CH:13][C:14]3[CH2:17][CH2:18][CH:19]([C:20]4[CH:25]=[CH:24][CH:23]=[CH:22][CH:21]=4)[O:16][C:15]=3[C:10]=2[N:9]=1. The yield is 0.100. (4) The reactants are C([NH:9][CH2:10][C@@H:11]([C@H:17]([OH:22])[C:18]([F:21])([F:20])[F:19])[C:12]([O:14]CC)=[O:13])(=O)C1C=CC=CC=1.CCN(CC)CC. The catalyst is Cl. The product is [NH2:9][CH2:10][C@@H:11]([C@H:17]([OH:22])[C:18]([F:20])([F:21])[F:19])[C:12]([OH:14])=[O:13]. The yield is 0.766. (5) The reactants are Cl[C:2](=[N:13][OH:14])[C:3]1[CH:11]=[CH:10][C:6]([C:7]([OH:9])=[O:8])=[C:5]([CH3:12])[CH:4]=1.[Cl:15][C:16]1[CH:21]=[C:20]([C:22]([C:24]([F:27])([F:26])[F:25])=[CH2:23])[CH:19]=[C:18]([Cl:28])[C:17]=1[F:29].CCN(CC)CC.CC(=O)OCC. The catalyst is CN(C=O)C.CC(=O)OCC.CO. The product is [Cl:15][C:16]1[CH:21]=[C:20]([C:22]2([C:24]([F:27])([F:26])[F:25])[O:14][N:13]=[C:2]([C:3]3[CH:11]=[CH:10][C:6]([C:7]([OH:9])=[O:8])=[C:5]([CH3:12])[CH:4]=3)[CH2:23]2)[CH:19]=[C:18]([Cl:28])[C:17]=1[F:29]. The yield is 0.580. (6) The reactants are [CH3:1][O:2][C:3]1[C:8]([O:9][CH3:10])=[CH:7][CH:6]=[CH:5][C:4]=1[OH:11].F[C:13]1[CH:18]=[CH:17][CH:16]=[C:15]([F:19])[C:14]=1[N+:20]([O-:22])=[O:21].COC1C(OC)=CC=CC=1OC1C=CC=C(F)C=1N.NC1SC=CN=1. The catalyst is COC1C(OC)=CC=CC=1OC1C=CC=C(F)C=1NC(NC1SC=CN=1)=O. The product is [CH3:1][O:2][C:3]1[C:8]([O:9][CH3:10])=[CH:7][CH:6]=[CH:5][C:4]=1[O:11][C:13]1[CH:18]=[CH:17][CH:16]=[C:15]([F:19])[C:14]=1[N+:20]([O-:22])=[O:21]. The yield is 0.720.